From a dataset of Forward reaction prediction with 1.9M reactions from USPTO patents (1976-2016). Predict the product of the given reaction. (1) Given the reactants [F:1][C:2]1[CH:7]=[CH:6][C:5]([C:8]2([OH:21])[CH2:13][CH2:12][N:11]([C:14]3[N:19]=[CH:18][NH:17][C:16](=[O:20])[N:15]=3)[CH2:10][CH2:9]2)=[CH:4][CH:3]=1.CC1C=CC(S(O[CH2:33][C:34]2[S:35][C:36]([C:39]([F:42])([F:41])[F:40])=[CH:37][CH:38]=2)(=O)=O)=CC=1, predict the reaction product. The product is: [F:1][C:2]1[CH:7]=[CH:6][C:5]([C:8]2([OH:21])[CH2:13][CH2:12][N:11]([C:14]3[N:19]=[CH:18][N:17]([CH2:33][C:34]4[S:35][C:36]([C:39]([F:42])([F:41])[F:40])=[CH:37][CH:38]=4)[C:16](=[O:20])[N:15]=3)[CH2:10][CH2:9]2)=[CH:4][CH:3]=1. (2) Given the reactants C(O)(=O)C.C(N)=N.[N:8]1[C:17]2[C:12](=[CH:13][CH:14]=[CH:15][CH:16]=2)[C:11](=O)[NH:10][CH:9]=1.O=P(Cl)(Cl)[Cl:21], predict the reaction product. The product is: [Cl:21][C:11]1[C:12]2[C:17](=[CH:16][CH:15]=[CH:14][CH:13]=2)[N:8]=[CH:9][N:10]=1. (3) Given the reactants [Cl-:1].C([O:4][C:5]([C:7]1[CH:11]=[C:10]([C:12]2[CH:17]=[CH:16][N:15]=[CH:14][CH:13]=2)[NH:9][C:8]=1[CH2:18][CH2:19][NH3+:20])=O)C.C(=O)([O-])[O-].[K+].[K+], predict the reaction product. The product is: [ClH:1].[N:15]1[CH:16]=[CH:17][C:12]([C:10]2[NH:9][C:8]3[CH2:18][CH2:19][NH:20][C:5](=[O:4])[C:7]=3[CH:11]=2)=[CH:13][CH:14]=1. (4) Given the reactants [C:1]([NH:8][C:9]([NH2:11])=[S:10])([O:3][C:4]([CH3:7])([CH3:6])[CH3:5])=[O:2].[Cl:12][CH2:13][C:14]([CH2:16]Cl)=O.C([O-])(O)=O.[Na+], predict the reaction product. The product is: [C:1]([NH:8][C:9]1[S:10][CH:16]=[C:14]([CH2:13][Cl:12])[N:11]=1)([O:3][C:4]([CH3:6])([CH3:7])[CH3:5])=[O:2]. (5) Given the reactants [CH3:1][N:2]1[CH:6]=[C:5]([S:7]([N:10]2[CH2:14][C@H:13]([C:15]3[CH:20]=[CH:19][CH:18]=[CH:17][CH:16]=3)[C@@H:12]([NH2:21])[CH2:11]2)(=[O:9])=[O:8])[N:4]=[CH:3]1.[Cl:22][C:23]1[CH:28]=[C:27](Cl)[N:26]=[CH:25][N:24]=1.C(N(CC)CC)C, predict the reaction product. The product is: [Cl:22][C:23]1[N:24]=[CH:25][N:26]=[C:27]([NH:21][C@@H:12]2[C@@H:13]([C:15]3[CH:16]=[CH:17][CH:18]=[CH:19][CH:20]=3)[CH2:14][N:10]([S:7]([C:5]3[N:4]=[CH:3][N:2]([CH3:1])[CH:6]=3)(=[O:9])=[O:8])[CH2:11]2)[CH:28]=1. (6) Given the reactants [C:1]([C:5]1[S:9]/[C:8](=[N:10]\[C:11](=S)[C:12]2[CH:17]=[C:16]([C:18]([F:21])([F:20])[F:19])[CH:15]=[CH:14][C:13]=2[O:22][CH2:23][CH3:24])/[N:7]([CH2:26][C@H:27]2[CH2:31][CH2:30][CH2:29][O:28]2)[CH:6]=1)([CH3:4])([CH3:3])[CH3:2].C(N(CC)CC)C.[N:39]#[C:40][NH2:41], predict the reaction product. The product is: [C:1]([C:5]1[S:9]/[C:8](=[N:10]\[C:11]([C:12]2[CH:17]=[C:16]([C:18]([F:21])([F:20])[F:19])[CH:15]=[CH:14][C:13]=2[O:22][CH2:23][CH3:24])=[N:41][C:40]#[N:39])/[N:7]([CH2:26][C@H:27]2[CH2:31][CH2:30][CH2:29][O:28]2)[CH:6]=1)([CH3:4])([CH3:3])[CH3:2]. (7) Given the reactants COC(=O)[O:4][C:5]1[CH:10]=[C:9]([N+:11]([O-:13])=[O:12])[C:8]([CH3:14])=[C:7]([F:15])[C:6]=1[F:16].B(Br)(Br)Br, predict the reaction product. The product is: [F:16][C:6]1[C:7]([F:15])=[C:8]([CH3:14])[C:9]([N+:11]([O-:13])=[O:12])=[CH:10][C:5]=1[OH:4].